Predict the reaction yield, written as a fraction of the theoretical maximum amount of product (1.0 means a 100% yield; for example, 0.34 means a 34% yield). From a dataset of Reaction yield outcomes from USPTO patents with 853,638 reactions. The reactants are [Br:1][C:2]1[CH:7]=[CH:6][CH:5]=[CH:4][C:3]=1[NH:8][N:9]=[C:10]([C:15]#[N:16])[C:11]([NH:13][CH3:14])=[O:12].[Cl-:17].[Al+3].[Cl-].[Cl-].Cl. The catalyst is C1(C)C=CC=CC=1. The product is [ClH:17].[NH2:16][C:15]1[C:4]2[C:3](=[C:2]([Br:1])[CH:7]=[CH:6][CH:5]=2)[N:8]=[N:9][C:10]=1[C:11]([NH:13][CH3:14])=[O:12]. The yield is 0.900.